This data is from Forward reaction prediction with 1.9M reactions from USPTO patents (1976-2016). The task is: Predict the product of the given reaction. (1) Given the reactants [F:1][C:2]1[CH:7]=[CH:6][C:5]([N:8]2[CH2:12][C:11](O)([C:13]([F:16])([F:15])[F:14])[N:10]=[C:9]2[C:18]2[CH:23]=[CH:22][C:21]([S:24]([CH3:27])(=[O:26])=[O:25])=[CH:20][CH:19]=2)=[CH:4][CH:3]=1.O.C1(C)C=CC(S(O)(=O)=O)=CC=1, predict the reaction product. The product is: [F:1][C:2]1[CH:7]=[CH:6][C:5]([N:8]2[CH:12]=[C:11]([C:13]([F:16])([F:14])[F:15])[N:10]=[C:9]2[C:18]2[CH:23]=[CH:22][C:21]([S:24]([CH3:27])(=[O:25])=[O:26])=[CH:20][CH:19]=2)=[CH:4][CH:3]=1. (2) Given the reactants [CH2:1]([CH:3]1[CH2:8][CH2:7][CH2:6][CH2:5][NH:4]1)[CH3:2].[C:9]([O:13][C:14](O[C:14]([O:13][C:9]([CH3:12])([CH3:11])[CH3:10])=[O:15])=[O:15])([CH3:12])([CH3:11])[CH3:10].O1CCOCC1, predict the reaction product. The product is: [C:9]([O:13][C:14]([N:4]1[CH2:5][CH2:6][CH2:7][CH2:8][CH:3]1[CH2:1][CH3:2])=[O:15])([CH3:12])([CH3:11])[CH3:10]. (3) Given the reactants [C:1]([OH:9])(=O)[C:2]1[CH:7]=[CH:6][N:5]=[CH:4][CH:3]=1.C1C=CC2N(O)N=NC=2C=1.CCN=C=NCCCN(C)C.[CH2:31]([O:33][C:34]1[CH:35]=[C:36]([CH:41]=[CH:42][C:43]=1[O:44][CH2:45][CH3:46])/[C:37](=[N:39]/O)/[NH2:38])[CH3:32].C([O-])(O)=O.[Na+], predict the reaction product. The product is: [CH2:31]([O:33][C:34]1[CH:35]=[C:36]([C:37]2[N:39]=[C:1]([C:2]3[CH:3]=[CH:4][N:5]=[CH:6][CH:7]=3)[O:9][N:38]=2)[CH:41]=[CH:42][C:43]=1[O:44][CH2:45][CH3:46])[CH3:32]. (4) Given the reactants Cl[C:2]1[N:7]=[C:6]([N:8]([CH3:23])[CH:9]2[CH2:14][CH2:13][N:12]([C:15]3[CH:22]=[CH:21][C:18]([C:19]#[N:20])=[CH:17][N:16]=3)[CH2:11][CH2:10]2)[C:5]([Cl:24])=[CH:4][N:3]=1.Cl.[CH3:26][N:27]1[C:35]([CH3:36])=[C:34]2[C:29]([CH:30]=[C:31]([NH2:37])[CH:32]=[CH:33]2)=[N:28]1.C1C=CC(P(C2C(C3C(P(C4C=CC=CC=4)C4C=CC=CC=4)=CC=C4C=3C=CC=C4)=C3C(C=CC=C3)=CC=2)C2C=CC=CC=2)=CC=1.C(=O)([O-])[O-].[Cs+].[Cs+], predict the reaction product. The product is: [Cl:24][C:5]1[C:6]([N:8]([CH3:23])[CH:9]2[CH2:14][CH2:13][N:12]([C:15]3[CH:22]=[CH:21][C:18]([C:19]#[N:20])=[CH:17][N:16]=3)[CH2:11][CH2:10]2)=[N:7][C:2]([NH:37][C:31]2[CH:32]=[CH:33][C:34]3[C:29]([CH:30]=2)=[N:28][N:27]([CH3:26])[C:35]=3[CH3:36])=[N:3][CH:4]=1. (5) The product is: [Cl:12][C:13]1[CH:18]=[CH:17][CH:16]=[C:15]([Cl:19])[C:14]=1[S:20]([O:8][C:5]1[CH:6]=[CH:7][C:2]([NH2:1])=[C:3]([N+:9]([O-:11])=[O:10])[CH:4]=1)(=[O:22])=[O:21]. Given the reactants [NH2:1][C:2]1[CH:7]=[CH:6][C:5]([OH:8])=[CH:4][C:3]=1[N+:9]([O-:11])=[O:10].[Cl:12][C:13]1[CH:18]=[CH:17][CH:16]=[C:15]([Cl:19])[C:14]=1[S:20](Cl)(=[O:22])=[O:21].C(N(CC)CC)C, predict the reaction product. (6) Given the reactants [C:1]([O:5][C:6]([N:8]1[CH2:13][CH2:12][CH:11]([NH:14][CH2:15][C:16]2[CH:21]=[CH:20][CH:19]=[C:18]([C:22]3[CH:27]=[CH:26][N:25]=[C:24]([Cl:28])[N:23]=3)[CH:17]=2)[CH2:10][CH2:9]1)=[O:7])([CH3:4])([CH3:3])[CH3:2].[CH:29](=O)[CH2:30][CH3:31], predict the reaction product. The product is: [C:1]([O:5][C:6]([N:8]1[CH2:13][CH2:12][CH:11]([N:14]([CH2:15][C:16]2[CH:21]=[CH:20][CH:19]=[C:18]([C:22]3[CH:27]=[CH:26][N:25]=[C:24]([Cl:28])[N:23]=3)[CH:17]=2)[CH2:29][CH2:30][CH3:31])[CH2:10][CH2:9]1)=[O:7])([CH3:4])([CH3:2])[CH3:3]. (7) Given the reactants COC[O:4][C:5]1[C:13]2[CH:12]=[C:11]([C:14]([OH:16])=O)[S:10][C:9]=2[CH:8]=[CH:7][CH:6]=1.[NH:17]1[CH2:22][CH2:21][O:20][CH2:19][CH2:18]1.P(C#N)(OCC)(OCC)=O, predict the reaction product. The product is: [OH:4][C:5]1[C:13]2[CH:12]=[C:11]([C:14]([N:17]3[CH2:22][CH2:21][O:20][CH2:19][CH2:18]3)=[O:16])[S:10][C:9]=2[CH:8]=[CH:7][CH:6]=1. (8) Given the reactants C[Si]([N-][Si](C)(C)C)(C)C.[K+].[C:11]1([CH3:29])[CH:16]=[C:15]([CH3:17])[CH:14]=[C:13]([CH3:18])[C:12]=1[PH:19][C:20]1[C:25]([CH3:26])=[CH:24][C:23]([CH3:27])=[CH:22][C:21]=1[CH3:28].[CH2:30]([O:32]C(OCC)CBr)[CH3:31].[PH2-].[K+].[K+].[K+], predict the reaction product. The product is: [C:11]1([CH3:29])[CH:16]=[C:15]([CH3:17])[CH:14]=[C:13]([CH3:18])[C:12]=1[P:19]([CH2:31][CH:30]=[O:32])[C:20]1[C:21]([CH3:28])=[CH:22][C:23]([CH3:27])=[CH:24][C:25]=1[CH3:26]. (9) Given the reactants [F:1][C:2]1[CH:7]=[CH:6][C:5](B(O)O)=[CH:4][CH:3]=1.Br[C:12]1[C:16]([Br:17])=[C:15]([NH:18][C:19]([C@@H:21]2[CH2:23][C@H:22]2[CH3:24])=[O:20])[S:14][N:13]=1, predict the reaction product. The product is: [Br:17][C:16]1[C:12]([C:5]2[CH:6]=[CH:7][C:2]([F:1])=[CH:3][CH:4]=2)=[N:13][S:14][C:15]=1[NH:18][C:19]([C@@H:21]1[CH2:23][C@H:22]1[CH3:24])=[O:20].